Dataset: Catalyst prediction with 721,799 reactions and 888 catalyst types from USPTO. Task: Predict which catalyst facilitates the given reaction. (1) Reactant: [NH2:1][C:2]1[CH:7]=[CH:6][C:5]([N+:8]([O-:10])=[O:9])=[CH:4][N:3]=1.Cl/[C:12](/[C:15]([O:17][CH2:18][CH3:19])=[O:16])=[CH:13]/[O-].[K+].S(=O)(=O)(O)O. Product: [N+:8]([C:5]1[CH:6]=[CH:7][C:2]2[N:3]([C:12]([C:15]([O:17][CH2:18][CH3:19])=[O:16])=[CH:13][N:1]=2)[CH:4]=1)([O-:10])=[O:9]. The catalyst class is: 8. (2) The catalyst class is: 13. Product: [ClH:32].[CH:1]1([CH:4]([C:11]2[CH:31]=[CH:30][CH:29]=[C:13]([O:14][CH2:15][CH:16]3[CH2:21][CH2:20][NH:19][CH2:18][CH2:17]3)[CH:12]=2)[CH2:5][C:6]([O:8][CH2:9][CH3:10])=[O:7])[CH2:3][CH2:2]1. Reactant: [CH:1]1([CH:4]([C:11]2[CH:12]=[C:13]([CH:29]=[CH:30][CH:31]=2)[O:14][CH2:15][CH:16]2[CH2:21][CH2:20][N:19](C(OC(C)(C)C)=O)[CH2:18][CH2:17]2)[CH2:5][C:6]([O:8][CH2:9][CH3:10])=[O:7])[CH2:3][CH2:2]1.[ClH:32].C(OCC)(=O)C. (3) Reactant: C([O:8][N:9]1[C:15](=[O:16])[N:14]2[CH2:17][C@H:10]1[CH2:11][CH2:12][C@H:13]2[C:18]1[O:19][C:20]([CH:23]2[CH2:28][CH2:27][N:26]([CH3:29])[CH2:25][CH2:24]2)=[N:21][N:22]=1)C1C=CC=CC=1. Product: [OH:8][N:9]1[C:15](=[O:16])[N:14]2[CH2:17][C@H:10]1[CH2:11][CH2:12][C@H:13]2[C:18]1[O:19][C:20]([CH:23]2[CH2:28][CH2:27][N:26]([CH3:29])[CH2:25][CH2:24]2)=[N:21][N:22]=1. The catalyst class is: 123.